Task: Predict the reaction yield, written as a fraction of the theoretical maximum amount of product (1.0 means a 100% yield; for example, 0.34 means a 34% yield).. Dataset: Reaction yield outcomes from USPTO patents with 853,638 reactions (1) The reactants are Br[C:2]1[CH:7]=[C:6]([CH3:8])[C:5]([F:9])=[CH:4][C:3]=1[O:10][CH3:11].[C:12]([Cu])#[N:13].[Li+].[Cl-].Cl. The catalyst is CN(C=O)C.O.O.O.O.O.O.[Fe](Cl)(Cl)Cl.C(OCC)(=O)C. The product is [F:9][C:5]1[C:6]([CH3:8])=[CH:7][C:2]([C:12]#[N:13])=[C:3]([O:10][CH3:11])[CH:4]=1. The yield is 0.860. (2) The reactants are CC1(C)CCCC(C)(C)N1.[Li]CCCC.[N:16]1[CH:21]=[CH:20][CH:19]=[CH:18][N:17]=1.[C:22]1([CH2:28][CH2:29][CH2:30][CH2:31][CH2:32][CH2:33][CH:34]=[O:35])[CH:27]=[CH:26][CH:25]=[CH:24][CH:23]=1. The catalyst is C1COCC1. The product is [C:22]1([CH2:28][CH2:29][CH2:30][CH2:31][CH2:32][CH2:33][CH:34]([C:21]2[N:16]=[N:17][CH:18]=[CH:19][CH:20]=2)[OH:35])[CH:27]=[CH:26][CH:25]=[CH:24][CH:23]=1. The yield is 0.220.